From a dataset of Full USPTO retrosynthesis dataset with 1.9M reactions from patents (1976-2016). Predict the reactants needed to synthesize the given product. (1) Given the product [CH:1]1([CH2:6][CH:7]([C:18]2[NH:30][C:21]3=[N:22][CH:23]=[C:24]([S:26]([CH2:28][CH3:29])(=[O:32])=[O:27])[CH:25]=[C:20]3[CH:19]=2)[C:8]2[CH:13]=[CH:12][C:11]([S:14]([CH3:17])(=[O:16])=[O:15])=[CH:10][CH:9]=2)[CH2:5][CH2:4][CH2:3][CH2:2]1, predict the reactants needed to synthesize it. The reactants are: [CH:1]1([CH2:6][CH:7]([C:18]2[NH:30][C:21]3=[N:22][CH:23]=[C:24]([S:26]([CH2:28][CH3:29])=[O:27])[CH:25]=[C:20]3[CH:19]=2)[C:8]2[CH:13]=[CH:12][C:11]([S:14]([CH3:17])(=[O:16])=[O:15])=[CH:10][CH:9]=2)[CH2:5][CH2:4][CH2:3][CH2:2]1.[Mn]([O-])(=O)(=O)=[O:32].[K+]. (2) Given the product [C:1]([CH:5]1[N:14]2[C:9](=[CH:10][C:11](=[O:20])[C:12]([C:15]([OH:17])=[O:16])=[CH:13]2)[C:8]2[CH:21]=[C:22]([O:36][CH3:37])[C:23]([O:25][CH2:26][CH2:27][CH2:28][CH2:29][CH2:30][NH:31][S:32]([CH3:35])(=[O:33])=[O:34])=[CH:24][C:7]=2[CH2:6]1)([CH3:4])([CH3:2])[CH3:3], predict the reactants needed to synthesize it. The reactants are: [C:1]([CH:5]1[N:14]2[C:9](=[CH:10][C:11](=[O:20])[C:12]([C:15]([O:17]CC)=[O:16])=[CH:13]2)[C:8]2[CH:21]=[C:22]([O:36][CH3:37])[C:23]([O:25][CH2:26][CH2:27][CH2:28][CH2:29][CH2:30][NH:31][S:32]([CH3:35])(=[O:34])=[O:33])=[CH:24][C:7]=2[CH2:6]1)([CH3:4])([CH3:3])[CH3:2].CO.O[Li].O.Cl.